From a dataset of Catalyst prediction with 721,799 reactions and 888 catalyst types from USPTO. Predict which catalyst facilitates the given reaction. (1) Reactant: [O:1]1[C:6]2[CH:7]=[CH:8][CH:9]=[CH:10][C:5]=2[NH:4][CH2:3][CH2:2]1.[C:11]1(=[O:21])[O:16][C:14](=[O:15])[C:13]2=[CH:17][CH:18]=[CH:19][CH:20]=[C:12]12. Product: [O:1]1[C:6]2[CH:7]=[CH:8][CH:9]=[CH:10][C:5]=2[N:4]([C:11]([C:12]2[CH:20]=[CH:19][CH:18]=[CH:17][C:13]=2[C:14]([OH:16])=[O:15])=[O:21])[CH2:3][CH2:2]1. The catalyst class is: 11. (2) Reactant: [NH2:1][C:2]1[S:3][CH:4]=[C:5]([CH2:7][NH:8][C:9]2[N:14]=[C:13]([CH3:15])[N:12]=[C:11]([NH:16][NH2:17])[C:10]=2[F:18])[N:6]=1.[CH:19]1([CH2:24][C@H:25]([CH2:29][N:30]([CH:38]=[O:39])[O:31][CH:32]2[CH2:37][CH2:36][CH2:35][CH2:34][O:33]2)[C:26](O)=[O:27])[CH2:23][CH2:22][CH2:21][CH2:20]1.C1C=NC2N(O)N=NC=2C=1.CN1CCOCC1.C(Cl)CCl. Product: [NH2:1][C:2]1[S:3][CH:4]=[C:5]([CH2:7][NH:8][C:9]2[N:14]=[C:13]([CH3:15])[N:12]=[C:11]([NH:16][NH:17][C:26](=[O:27])[C@H:25]([CH2:24][CH:19]3[CH2:20][CH2:21][CH2:22][CH2:23]3)[CH2:29][N:30]([O:31][CH:32]3[CH2:37][CH2:36][CH2:35][CH2:34][O:33]3)[CH:38]=[O:39])[C:10]=2[F:18])[N:6]=1. The catalyst class is: 3. (3) Reactant: [NH:1]1[CH2:6][CH2:5][CH:4]([CH2:7][OH:8])[CH2:3][CH2:2]1.C(N(CC)CC)C.[C:16](O[C:16]([O:18][C:19]([CH3:22])([CH3:21])[CH3:20])=[O:17])([O:18][C:19]([CH3:22])([CH3:21])[CH3:20])=[O:17]. Product: [OH:8][CH2:7][CH:4]1[CH2:5][CH2:6][N:1]([C:16]([O:18][C:19]([CH3:22])([CH3:21])[CH3:20])=[O:17])[CH2:2][CH2:3]1. The catalyst class is: 4. (4) Reactant: [CH2:1]([C:3]1[CH2:4][CH2:5][C:6]2[C:11]([CH:12]=1)=[CH:10][CH:9]=[C:8]([O:13][CH3:14])[CH:7]=2)[CH3:2]. Product: [CH2:1]([CH:3]1[CH2:4][CH2:5][C:6]2[C:11](=[CH:10][CH:9]=[C:8]([O:13][CH3:14])[CH:7]=2)[CH2:12]1)[CH3:2]. The catalyst class is: 19. (5) Reactant: [CH2:1]([OH:6])[CH2:2][CH2:3][CH2:4][OH:5].N1C=CN=C1.[C:12]([Si:16]([C:24]1[CH:29]=[CH:28][CH:27]=[CH:26][CH:25]=1)([C:18]1[CH:23]=[CH:22][CH:21]=[CH:20][CH:19]=1)Cl)([CH3:15])([CH3:14])[CH3:13]. Product: [Si:16]([O:5][CH2:4][CH2:3][CH2:2][CH2:1][OH:6])([C:12]([CH3:15])([CH3:14])[CH3:13])([C:24]1[CH:25]=[CH:26][CH:27]=[CH:28][CH:29]=1)[C:18]1[CH:23]=[CH:22][CH:21]=[CH:20][CH:19]=1. The catalyst class is: 3.